Dataset: Full USPTO retrosynthesis dataset with 1.9M reactions from patents (1976-2016). Task: Predict the reactants needed to synthesize the given product. (1) Given the product [F:26][C:27]1[CH:32]=[CH:31][CH:30]=[CH:29][C:28]=1[C:23]1[C:18]2[N:19]([CH:25]=[C:16]([C@@H:12]3[CH2:13][CH2:14][CH2:15][N:11]3[C:9]([O:8][CH2:1][C:2]3[CH:7]=[CH:6][CH:5]=[CH:4][CH:3]=3)=[O:10])[N:17]=2)[CH:20]=[CH:21][CH:22]=1, predict the reactants needed to synthesize it. The reactants are: [CH2:1]([O:8][C:9]([N:11]1[CH2:15][CH2:14][CH2:13][C@H:12]1[C:16]1[N:17]=[C:18]2[C:23](Br)=[CH:22][CH:21]=[CH:20][N:19]2[CH:25]=1)=[O:10])[C:2]1[CH:7]=[CH:6][CH:5]=[CH:4][CH:3]=1.[F:26][C:27]1[CH:32]=[CH:31][CH:30]=[CH:29][C:28]=1B(O)O.C(=O)([O-])[O-].[K+].[K+]. (2) Given the product [Cl:6][C:7]1[C:8]([C:30]2[CH:31]=[N:32][N:33]3[CH:38]=[CH:37][CH:36]=[CH:35][C:34]=23)=[N:9][C:10]([NH:13][C:14]2[C:19]([O:20][CH3:21])=[CH:18][C:17]([N:22]3[CH2:25][CH:24]([N:26]([CH3:28])[CH3:27])[CH2:23]3)=[C:16]([NH:29][C:1](=[O:4])[CH:2]=[CH2:3])[CH:15]=2)=[N:11][CH:12]=1, predict the reactants needed to synthesize it. The reactants are: [C:1](Cl)(=[O:4])[CH:2]=[CH2:3].[Cl:6][C:7]1[C:8]([C:30]2[CH:31]=[N:32][N:33]3[CH:38]=[CH:37][CH:36]=[CH:35][C:34]=23)=[N:9][C:10]([NH:13][C:14]2[C:19]([O:20][CH3:21])=[CH:18][C:17]([N:22]3[CH2:25][CH:24]([N:26]([CH3:28])[CH3:27])[CH2:23]3)=[C:16]([NH2:29])[CH:15]=2)=[N:11][CH:12]=1.CCN(C(C)C)C(C)C. (3) Given the product [Br:1][C:2]1[CH:3]=[C:4]2[N:10]([C:17]3[C:26]4[C:21](=[CH:22][C:23]([F:27])=[CH:24][CH:25]=4)[N:20]=[C:19]([C:28]4[CH:33]=[CH:32][CH:31]=[CH:30][N:29]=4)[C:18]=3[CH3:34])[CH2:9][C:8]3([CH2:15][CH2:14][O:13][CH2:12][CH2:11]3)[C:5]2=[N:6][CH:7]=1, predict the reactants needed to synthesize it. The reactants are: [Br:1][C:2]1[CH:3]=[C:4]2[NH:10][CH2:9][C:8]3([CH2:15][CH2:14][O:13][CH2:12][CH2:11]3)[C:5]2=[N:6][CH:7]=1.Cl[C:17]1[C:26]2[C:21](=[CH:22][C:23]([F:27])=[CH:24][CH:25]=2)[N:20]=[C:19]([C:28]2[CH:33]=[CH:32][CH:31]=[CH:30][N:29]=2)[C:18]=1[CH3:34].Cl.O1CCOCC1. (4) Given the product [F:30][C:31]([F:44])([F:43])[S:32]([N:3]1[CH2:8][CH2:7][CH:6]([CH2:9][N:10]2[CH2:20][C:19]3[N:21]4[C:12](=[CH:13][N:14]=[C:15]4[CH:16]=[CH:17][CH:18]=3)[C:11]2=[O:22])[CH2:5][CH2:4]1)(=[O:34])=[O:33], predict the reactants needed to synthesize it. The reactants are: Cl.Cl.[NH:3]1[CH2:8][CH2:7][CH:6]([CH2:9][N:10]2[CH2:20][C:19]3[N:21]4[C:12](=[CH:13][N:14]=[C:15]4[CH:16]=[CH:17][CH:18]=3)[C:11]2=[O:22])[CH2:5][CH2:4]1.C(N(CC)CC)C.[F:30][C:31]([F:44])([F:43])[S:32](O[S:32]([C:31]([F:44])([F:43])[F:30])(=[O:34])=[O:33])(=[O:34])=[O:33].